Predict the reaction yield, written as a fraction of the theoretical maximum amount of product (1.0 means a 100% yield; for example, 0.34 means a 34% yield). From a dataset of Reaction yield outcomes from USPTO patents with 853,638 reactions. (1) The reactants are [NH:1]1[CH:5]=[CH:4][C:3]([NH:6][C:7]2[C:16]3[C:11](=[CH:12][C:13]([O:17][CH3:18])=[CH:14][CH:15]=3)[N:10]=[C:9]([C:19]([O:21]CC)=O)[N:8]=2)=[N:2]1.[F:24][C:25]1[CH:30]=[CH:29][C:28]([Mg]Br)=[CH:27][CH:26]=1.C1COCC1. The catalyst is CC(N(C)C)=O. The product is [NH:1]1[CH:5]=[CH:4][C:3]([NH:6][C:7]2[C:16]3[C:11](=[CH:12][C:13]([O:17][CH3:18])=[CH:14][CH:15]=3)[N:10]=[C:9]([C:19]([C:28]3[CH:29]=[CH:30][C:25]([F:24])=[CH:26][CH:27]=3)=[O:21])[N:8]=2)=[N:2]1. The yield is 0.600. (2) The reactants are CN(C)C1C=CC=CC=1.[CH3:10][O:11][C:12]1[C:13](=O)[NH:14][C:15]([C:18]2[CH:23]=[CH:22][C:21]([N+:24]([O-:26])=[O:25])=[CH:20][CH:19]=2)=[N:16][CH:17]=1.O=P(Cl)(Cl)[Cl:30]. No catalyst specified. The product is [Cl:30][C:13]1[C:12]([O:11][CH3:10])=[CH:17][N:16]=[C:15]([C:18]2[CH:23]=[CH:22][C:21]([N+:24]([O-:26])=[O:25])=[CH:20][CH:19]=2)[N:14]=1. The yield is 0.610. (3) The catalyst is O1CCOCC1.C1C=CC(/C=C/C(/C=C/C2C=CC=CC=2)=O)=CC=1.C1C=CC(/C=C/C(/C=C/C2C=CC=CC=2)=O)=CC=1.C1C=CC(/C=C/C(/C=C/C2C=CC=CC=2)=O)=CC=1.[Pd].[Pd]. The yield is 0.760. The product is [Cl:20][C:21]1[CH:26]=[CH:25][CH:24]=[C:23]([Cl:27])[C:22]=1[C:28]1[CH:38]=[C:37]([CH3:39])[C:31]2[N:32]=[C:33]([NH:36][C:2]3[CH:7]=[CH:6][C:5]([S:8]([N:11]([CH3:19])[CH2:12][CH2:13][N:14]4[CH2:18][CH2:17][CH2:16][CH2:15]4)(=[O:10])=[O:9])=[CH:4][CH:3]=3)[N:34]=[N:35][C:30]=2[CH:29]=1. The reactants are Br[C:2]1[CH:7]=[CH:6][C:5]([S:8]([N:11]([CH3:19])[CH2:12][CH2:13][N:14]2[CH2:18][CH2:17][CH2:16][CH2:15]2)(=[O:10])=[O:9])=[CH:4][CH:3]=1.[Cl:20][C:21]1[CH:26]=[CH:25][CH:24]=[C:23]([Cl:27])[C:22]=1[C:28]1[CH:38]=[C:37]([CH3:39])[C:31]2[N:32]=[C:33]([NH2:36])[N:34]=[N:35][C:30]=2[CH:29]=1.C([O-])([O-])=O.[Cs+].[Cs+].CC1(C)C2C(=C(P(C3C=CC=CC=3)C3C=CC=CC=3)C=CC=2)OC2C(P(C3C=CC=CC=3)C3C=CC=CC=3)=CC=CC1=2. (4) The reactants are [CH3:1][N:2]1[C:6]2=[N:7][CH:8]=[CH:9][CH:10]=[C:5]2[C:4]([CH:11]=O)=[C:3]1[C:13]1[CH:18]=[CH:17][CH:16]=[CH:15][CH:14]=1.[OH:19][C:20]1[C:25]2[C:26](=[O:29])[CH2:27][O:28][C:24]=2[CH:23]=[CH:22][CH:21]=1.Cl.C([OH:33])C. No catalyst specified. The product is [OH:19][C:20]1[C:25]2[C:26](=[O:29])/[C:27](=[CH:11]/[C:4]3[C:5]4[C:6](=[N:7][CH:8]=[CH:9][CH:10]=4)[N:2]([CH3:1])[C:3]=3[C:13]3[CH:18]=[CH:17][CH:16]=[CH:15][CH:14]=3)/[O:28][C:24]=2[CH:23]=[C:22]([OH:33])[CH:21]=1. The yield is 0.820.